This data is from Full USPTO retrosynthesis dataset with 1.9M reactions from patents (1976-2016). The task is: Predict the reactants needed to synthesize the given product. (1) Given the product [CH3:18][O:17][C:14]1[CH:15]=[CH:16][C:11]([C:10]2[C:3]3[C:2]([NH:34][CH2:35][CH2:36][CH2:37][OH:38])=[N:7][CH:6]=[N:5][C:4]=3[O:8][C:9]=2[C:19]2[CH:24]=[CH:23][CH:22]=[CH:21][CH:20]=2)=[CH:12][CH:13]=1, predict the reactants needed to synthesize it. The reactants are: Cl[C:2]1[C:3]2[C:10]([C:11]3[CH:16]=[CH:15][C:14]([O:17][CH3:18])=[CH:13][CH:12]=3)=[C:9]([C:19]3[CH:24]=[CH:23][CH:22]=[CH:21][CH:20]=3)[O:8][C:4]=2[N:5]=[CH:6][N:7]=1.CCN(C(C)C)C(C)C.[NH2:34][CH2:35][CH2:36][CH2:37][OH:38]. (2) Given the product [CH2:2]=[C:3]1[C:4]2[C:9](=[CH:8][CH:7]=[CH:6][CH:5]=2)[C:10]2[C:15]1=[CH:14][CH:13]=[CH:12][CH:11]=2, predict the reactants needed to synthesize it. The reactants are: O[CH2:2][CH:3]1[C:15]2[CH:14]=[CH:13][CH:12]=[CH:11][C:10]=2[C:9]2[C:4]1=[CH:5][CH:6]=[CH:7][CH:8]=2.[OH-].[K+]. (3) Given the product [Br:18][C:11]1[C:10]2[C:5](=[CH:6][C:7]([O:15][CH3:16])=[C:8]([O:13][CH3:14])[CH:9]=2)[C:4](=[O:17])[N:3]([CH2:1][CH3:2])[CH:12]=1, predict the reactants needed to synthesize it. The reactants are: [CH2:1]([N:3]1[CH:12]=[CH:11][C:10]2[C:5](=[CH:6][C:7]([O:15][CH3:16])=[C:8]([O:13][CH3:14])[CH:9]=2)[C:4]1=[O:17])[CH3:2].[Br:18]Br. (4) Given the product [Br:1][C:2]1[CH:3]=[C:4]2[C:9]([CH:8]=[C:7]([CH2:20][N+:17]([O-:19])=[O:18])[CH2:6][CH2:5]2)=[CH:10][CH:11]=1, predict the reactants needed to synthesize it. The reactants are: [Br:1][C:2]1[CH:3]=[C:4]2[C:9](=[CH:10][CH:11]=1)[CH2:8][C:7](=O)[CH2:6][CH2:5]2.C(N)CN.[N+:17]([CH3:20])([O-:19])=[O:18]. (5) Given the product [F:41][C:5]1([S:8]([C:11]2[CH:16]=[CH:15][CH:14]=[C:13]([C:17]([F:20])([F:18])[F:19])[CH:12]=2)(=[O:10])=[O:9])[CH2:6][CH2:7][C:2]([CH3:1])([C:21]([O:23][CH2:24][CH3:25])=[O:22])[CH2:3][CH2:4]1, predict the reactants needed to synthesize it. The reactants are: [CH3:1][C:2]1([C:21]([O:23][CH2:24][CH3:25])=[O:22])[CH2:7][CH2:6][CH:5]([S:8]([C:11]2[CH:16]=[CH:15][CH:14]=[C:13]([C:17]([F:20])([F:19])[F:18])[CH:12]=2)(=[O:10])=[O:9])[CH2:4][CH2:3]1.[Li]CCCC.C1C=CC(S(N(S(C2C=CC=CC=2)(=O)=O)[F:41])(=O)=O)=CC=1. (6) Given the product [ClH:1].[NH:9]1[CH2:12][CH:11]([C:13]2[C:18]([CH:19]3[CH2:24][CH2:23][O:22][CH2:21][CH2:20]3)=[N:17][CH:16]=[CH:15][N:14]=2)[CH2:10]1, predict the reactants needed to synthesize it. The reactants are: [ClH:1].C(OC([N:9]1[CH2:12][CH:11]([C:13]2[C:18]([CH:19]3[CH2:24][CH2:23][O:22][CH2:21][CH2:20]3)=[N:17][CH:16]=[CH:15][N:14]=2)[CH2:10]1)=O)(C)(C)C.